Task: Regression. Given a peptide amino acid sequence and an MHC pseudo amino acid sequence, predict their binding affinity value. This is MHC class I binding data.. Dataset: Peptide-MHC class I binding affinity with 185,985 pairs from IEDB/IMGT (1) The peptide sequence is RTMSYKLAIDM. The MHC is Mamu-B03 with pseudo-sequence Mamu-B03. The binding affinity (normalized) is 0.207. (2) The peptide sequence is YTNEIIGYK. The MHC is Mamu-B8301 with pseudo-sequence Mamu-B8301. The binding affinity (normalized) is 0.759. (3) The peptide sequence is RPIFEWIEA. The MHC is HLA-B35:01 with pseudo-sequence HLA-B35:01. The binding affinity (normalized) is 0.474. (4) The peptide sequence is FHAPPPSVC. The MHC is HLA-B51:01 with pseudo-sequence HLA-B51:01. The binding affinity (normalized) is 0.0847. (5) The peptide sequence is QTEENLLDF. The MHC is HLA-A11:01 with pseudo-sequence HLA-A11:01. The binding affinity (normalized) is 0.213. (6) The peptide sequence is IFYLHSRL. The MHC is H-2-Db with pseudo-sequence H-2-Db. The binding affinity (normalized) is 0.382. (7) The peptide sequence is QPQNGQFIHF. The MHC is HLA-B07:02 with pseudo-sequence HLA-B07:02. The binding affinity (normalized) is 0.266. (8) The peptide sequence is CRLIRGKM. The MHC is HLA-B27:05 with pseudo-sequence HLA-B27:05. The binding affinity (normalized) is 0.371. (9) The peptide sequence is IVIIVLIVI. The MHC is HLA-B07:02 with pseudo-sequence HLA-B07:02. The binding affinity (normalized) is 0. (10) The peptide sequence is SSLRYGNVL. The MHC is HLA-A69:01 with pseudo-sequence HLA-A69:01. The binding affinity (normalized) is 0.0847.